Dataset: Clinical trial toxicity outcomes and FDA approval status for drugs. Task: Regression/Classification. Given a drug SMILES string, predict its toxicity properties. Task type varies by dataset: regression for continuous values (e.g., LD50, hERG inhibition percentage) or binary classification for toxic/non-toxic outcomes (e.g., AMES mutagenicity, cardiotoxicity, hepatotoxicity). Dataset: clintox. The molecule is CC1COc2c(N3CC[NH+](C)CC3)c(F)cc3c(=O)c(C(=O)[O-])cn1c23. The result is 0 (passed clinical trial).